Regression. Given two drug SMILES strings and cell line genomic features, predict the synergy score measuring deviation from expected non-interaction effect. From a dataset of Merck oncology drug combination screen with 23,052 pairs across 39 cell lines. Drug 1: CCC1=CC2CN(C1)Cc1c([nH]c3ccccc13)C(C(=O)OC)(c1cc3c(cc1OC)N(C)C1C(O)(C(=O)OC)C(OC(C)=O)C4(CC)C=CCN5CCC31C54)C2. Drug 2: NC1(c2ccc(-c3nc4ccn5c(=O)[nH]nc5c4cc3-c3ccccc3)cc2)CCC1. Cell line: OV90. Synergy scores: synergy=52.9.